This data is from Experimentally validated miRNA-target interactions with 360,000+ pairs, plus equal number of negative samples. The task is: Binary Classification. Given a miRNA mature sequence and a target amino acid sequence, predict their likelihood of interaction. The miRNA is hsa-miR-367-3p with sequence AAUUGCACUUUAGCAAUGGUGA. The protein sequence of the target gene is MTLRLLEDWCRGMDMNPRKALLIAGISQSCSVAEIEEALQAGLAPLGEYRLLGRMFRRDENRKVALVGLTAETSHALVPKEIPGKGGIWRVIFKPPDPDNTFLSRLNEFLAGEGMTVGELSRALGHENGSLDPEQGMIPEMWAPMLAQALEALQPALQCLKYKKLRVFSGRESPEPGEEEFGRWMFHTTQMIKAWQVPDVEKRRRLLESLRGPALDVIRVLKINNPLITVDECLQALEEVFGVTDNPRELQVKYLTTYQKDEEKLSAYVLRLEPLLQKLVQRGAIERDAVNQARLDQVIA.... Result: 1 (interaction).